From a dataset of Forward reaction prediction with 1.9M reactions from USPTO patents (1976-2016). Predict the product of the given reaction. (1) Given the reactants [Cl:1][C:2]1[CH:7]=[CH:6][C:5]([NH:8][C:9]([CH:11]2[N:15]([C:16]3[C:21]([Cl:22])=[CH:20][CH:19]=[CH:18][N:17]=3)[N:14]=[C:13]([OH:23])[CH2:12]2)=[O:10])=[C:4]([C:24](=[O:31])[NH:25][CH:26]([CH:28]2[CH2:30][CH2:29]2)[CH3:27])[CH:3]=1.C(N(CC)CC)C.[N+:39]([C:42]1[CH:47]=[CH:46][C:45]([S:48](Cl)(=[O:50])=[O:49])=[CH:44][CH:43]=1)([O-:41])=[O:40].O, predict the reaction product. The product is: [N+:39]([C:42]1[CH:43]=[CH:44][C:45]([S:48]([O:23][C:13]2[CH2:12][CH:11]([C:9](=[O:10])[NH:8][C:5]3[CH:6]=[CH:7][C:2]([Cl:1])=[CH:3][C:4]=3[C:24](=[O:31])[NH:25][CH:26]([CH:28]3[CH2:29][CH2:30]3)[CH3:27])[N:15]([C:16]3[C:21]([Cl:22])=[CH:20][CH:19]=[CH:18][N:17]=3)[N:14]=2)(=[O:50])=[O:49])=[CH:46][CH:47]=1)([O-:41])=[O:40]. (2) The product is: [Cl:1][C:2]1[CH:24]=[CH:23][C:5]([CH2:6][NH:7][C:8]([C:10]2[C:11](=[O:22])[C:12]3[CH:19]=[C:18]([CH2:20][N:34]([CH2:33][CH:32]([C:29]4[CH:28]=[CH:27][C:26]([F:25])=[CH:31][CH:30]=4)[OH:36])[CH3:35])[O:17][C:13]=3[N:14]([CH3:16])[CH:15]=2)=[O:9])=[CH:4][CH:3]=1. Given the reactants [Cl:1][C:2]1[CH:24]=[CH:23][C:5]([CH2:6][NH:7][C:8]([C:10]2[C:11](=[O:22])[C:12]3[CH:19]=[C:18]([CH2:20]Cl)[O:17][C:13]=3[N:14]([CH3:16])[CH:15]=2)=[O:9])=[CH:4][CH:3]=1.[F:25][C:26]1[CH:31]=[CH:30][C:29]([CH:32]([OH:36])[CH2:33][NH:34][CH3:35])=[CH:28][CH:27]=1, predict the reaction product. (3) Given the reactants Br[C:2]1[C:3]([NH2:9])=[N:4][CH:5]=[C:6]([Br:8])[N:7]=1.[Cl:10][C:11]1[CH:18]=[CH:17][CH:16]=[C:15]([Cl:19])[C:12]=1[CH2:13][NH2:14].CCN(C(C)C)C(C)C, predict the reaction product. The product is: [Br:8][C:6]1[N:7]=[C:2]([NH:14][CH2:13][C:12]2[C:11]([Cl:10])=[CH:18][CH:17]=[CH:16][C:15]=2[Cl:19])[C:3]([NH2:9])=[N:4][CH:5]=1.